Dataset: Experimentally validated miRNA-target interactions with 360,000+ pairs, plus equal number of negative samples. Task: Binary Classification. Given a miRNA mature sequence and a target amino acid sequence, predict their likelihood of interaction. (1) The miRNA is mmu-miR-210-3p with sequence CUGUGCGUGUGACAGCGGCUGA. The protein sequence of the target gene is MSDTRRRVKVYTLNEDRQWDDRGTGHVSSTYVEELKGMSLLVRAESDGSLLLESKINPNTAYQKQQDTLIVWSEAENYDLALSFQEKAGCDEIWEKICQVQGKDPSVEVTQDLIDESEEERFEEMPETSHLIDLPACELSKLEEIADLVTSVLSSPIRREKLALALENEGYIKKLLQLFQACENLENTEGLHHLYEIIRGILFLNKATLFEVMFSDECIMDVVGCLEYDPALAQPKRHREFLTKTAKFKEVIPITDSELRQKIHQTYRVQYIQDIILPTPSVFEENFLSTLTSFIFFNKV.... Result: 0 (no interaction). (2) The miRNA is cel-miR-43-3p with sequence UAUCACAGUUUACUUGCUGUCGC. The protein sequence of the target gene is MERREEQPGAAGAGAAPALDFTVENVEKALHQLYYDPNIENKNLAQKWLMQAQVSPQAWHFSWQLLQPDKVPEIQYFGASALHIKISRYWSDIPTDQYESLKAQLFTQITRFASGSKIVLTRLCVALASLALSMMPDAWPCAVADMVRLFQAEDSPVDGQGRCLALLELLTVLPEEFQTSRLPQYRKGLVRTSLAVECGAVFPLLEQLLQQPSSPSCVRQKVLKCFSSWVQLEVPLQDCEALIQAAFAALQDSELFDSSVEAIVNAISQPDAQRYVNTLLKLIPLVLGLQEQLRQAVQNG.... Result: 0 (no interaction). (3) The miRNA is hsa-miR-6807-5p with sequence GUGAGCCAGUGGAAUGGAGAGG. The protein sequence of the target gene is MGTKAQVERKLLCLFILAILLCSLALGSVTVHSSEPEVRIPENNPVKLSCAYSGFSSPRVEWKFDQGDTTRLVCYNNKITASYEDRVTFLPTGITFKSVTREDTGTYTCMVSEEGGNSYGEVKVKLIVLVPPSKPTVNIPSSATIGNRAVLTCSEQDGSPPSEYTWFKDGIVMPTNPKSTRAFSNSSYVLNPTTGELVFDPLSASDTGEYSCEARNGYGTPMTSNAVRMEAVERNVGVIVAAVLVTLILLGILVFGIWFAYSRGHFDRTKKGTSSKKVIYSQPSARSEGEFKQTSSFLV. Result: 1 (interaction). (4) The miRNA is mmu-miR-92a-3p with sequence UAUUGCACUUGUCCCGGCCUG. The protein sequence of the target gene is MEALAPGRAPRGRRRAGASGSVLSPLSLAAVLLCALLRAPPAVGHLARLPRSIHLTQDSLKIVGSTHFPVSVYVMLHQKSPHVLCVTQRLRNTELVDPSFQWHGPKGKLVSENTTAQVTSTGSLIFQSFEETMSGVYTCFLEYKPTVEESIKNLQLKYIVYAYREPRFYYQFTARYHAAPCNSIYNISFEKKLLQILSKLVLDLSCEISLIKSECHRVKMQRAGLQNELFFTFSVASIDTEKGSKPCTDHSCEASKRLSKAKNLIERFFIQQVEVLGKRAEPLPEIYYIEGTLQMVWVNR.... Result: 1 (interaction).